From a dataset of Full USPTO retrosynthesis dataset with 1.9M reactions from patents (1976-2016). Predict the reactants needed to synthesize the given product. (1) Given the product [OH:1][C:2]1[CH:9]=[CH:8][C:5]([CH:6]=[C:16]2[NH:10][C:11](=[O:12])[NH:13][C:14]2=[O:15])=[CH:4][CH:3]=1, predict the reactants needed to synthesize it. The reactants are: [OH:1][C:2]1[CH:9]=[CH:8][C:5]([CH:6]=O)=[CH:4][CH:3]=1.[NH:10]1[CH2:16][C:14](=[O:15])[NH:13][C:11]1=[O:12].N1CCCCC1.Cl. (2) Given the product [CH:40]1([O:39][CH2:38][C@H:27]([OH:26])[C:28]([NH:30][C:31]2[CH:36]=[CH:35][C:34]([CH3:37])=[CH:33][N:32]=2)=[O:29])[CH2:41][CH2:42][CH2:43]1, predict the reactants needed to synthesize it. The reactants are: [F-].C([N+](CCCC)(CCCC)CCCC)CCC.[Si]([O:26][C@@H:27]([CH2:38][O:39][CH:40]1[CH2:43][CH2:42][CH2:41]1)[C:28]([NH:30][C:31]1[CH:36]=[CH:35][C:34]([CH3:37])=[CH:33][N:32]=1)=[O:29])(C(C)(C)C)(C)C. (3) Given the product [OH:24][C:22]1[N:31]=[C:12]([C:13]2[CH:14]=[CH:15][CH:16]=[CH:17][CH:18]=2)[C:11]([C:6]2[CH:7]=[CH:8][C:9](=[O:10])[N:4]([CH:1]([CH3:2])[CH3:3])[N:5]=2)=[N:20][CH:21]=1, predict the reactants needed to synthesize it. The reactants are: [CH:1]([N:4]1[C:9](=[O:10])[CH:8]=[CH:7][C:6]([CH:11]([NH:20][CH2:21][C:22]([O:24]CC)=O)[C:12](=O)[C:13]2[CH:18]=[CH:17][CH:16]=[CH:15][CH:14]=2)=[N:5]1)([CH3:3])[CH3:2].C([O-])(=O)C.[NH4+:31].O.C([O-])(O)=O.[Na+].